Task: Predict the reactants needed to synthesize the given product.. Dataset: Full USPTO retrosynthesis dataset with 1.9M reactions from patents (1976-2016) (1) Given the product [CH3:7][O:8][C:9]([C:11]1[CH:12]=[C:13]([CH3:34])[C:14]2[O:20][C:19]3[C:21]([Cl:30])=[CH:22][C:23]([NH:25][C:26](=[O:29])[CH2:27][N:1]4[CH2:6][CH2:5][O:4][CH2:3][CH2:2]4)=[CH:24][C:18]=3[CH2:17][S:16](=[O:32])(=[O:31])[C:15]=2[CH:33]=1)=[O:10], predict the reactants needed to synthesize it. The reactants are: [NH:1]1[CH2:6][CH2:5][O:4][CH2:3][CH2:2]1.[CH3:7][O:8][C:9]([C:11]1[CH:12]=[C:13]([CH3:34])[C:14]2[O:20][C:19]3[C:21]([Cl:30])=[CH:22][C:23]([NH:25][C:26](=[O:29])[CH2:27]Cl)=[CH:24][C:18]=3[CH2:17][S:16](=[O:32])(=[O:31])[C:15]=2[CH:33]=1)=[O:10]. (2) Given the product [CH3:45][C:44]1[C:39]2[C:38](=[O:46])[NH:37][C:36]([C:34]([NH:33][CH2:32][C:28]3[CH:29]=[CH:30][CH:31]=[C:26]([NH:25][C:59]([C:56]4[N:57]=[CH:58][N:54]([C:53]([C:47]5[CH:52]=[CH:51][CH:50]=[CH:49][CH:48]=5)([C:62]5[CH:63]=[CH:64][CH:65]=[CH:66][CH:67]=5)[C:68]5[CH:73]=[CH:72][CH:71]=[CH:70][CH:69]=5)[N:55]=4)=[O:60])[CH:27]=3)=[O:35])=[N:41][C:40]=2[S:42][CH:43]=1, predict the reactants needed to synthesize it. The reactants are: NC1C=C(CNC(C2NC(=O)C3C(=CC=C(C#N)C=3)N=2)=O)C=CC=1.[NH2:25][C:26]1[CH:27]=[C:28]([CH2:32][NH:33][C:34]([C:36]2[NH:37][C:38](=[O:46])[C:39]3[C:44]([CH3:45])=[CH:43][S:42][C:40]=3[N:41]=2)=[O:35])[CH:29]=[CH:30][CH:31]=1.[C:47]1([C:53]([C:68]2[CH:73]=[CH:72][CH:71]=[CH:70][CH:69]=2)([C:62]2[CH:67]=[CH:66][CH:65]=[CH:64][CH:63]=2)[N:54]2[CH:58]=[N:57][C:56]([C:59](O)=[O:60])=[N:55]2)[CH:52]=[CH:51][CH:50]=[CH:49][CH:48]=1.